From a dataset of Full USPTO retrosynthesis dataset with 1.9M reactions from patents (1976-2016). Predict the reactants needed to synthesize the given product. (1) The reactants are: C(OC(=O)[NH:7][C@H:8]1[CH2:13][CH2:12][CH2:11][N:10]([C:14]2[N:22]([CH2:23][CH:24]=[C:25]([CH3:27])[CH3:26])[C:21]3[C:20](=[O:28])[N:19]([CH2:29][C:30]4[N:39]=[CH:38][C:37]5[C:32](=[CH:33][CH:34]=[CH:35][CH:36]=5)[N:31]=4)[CH:18]=[N:17][C:16]=3[C:15]=2[C:40]#[N:41])[CH2:9]1)(C)(C)C.C(O)(C(F)(F)F)=O. Given the product [NH2:7][C@H:8]1[CH2:13][CH2:12][CH2:11][N:10]([C:14]2[N:22]([CH2:23][CH:24]=[C:25]([CH3:27])[CH3:26])[C:21]3[C:20](=[O:28])[N:19]([CH2:29][C:30]4[N:39]=[CH:38][C:37]5[C:32](=[CH:33][CH:34]=[CH:35][CH:36]=5)[N:31]=4)[CH:18]=[N:17][C:16]=3[C:15]=2[C:40]#[N:41])[CH2:9]1, predict the reactants needed to synthesize it. (2) Given the product [CH3:34][N:35]([CH3:39])[CH2:36][CH2:37][NH:38][C:2]1[CH:3]=[C:4]([CH:25]=[CH:26][N:27]=1)[C:5]([NH:7][C:8]1[S:9][C:10]2[C:16]([N:17]3[CH2:18][CH2:19][O:20][CH2:21][CH2:22]3)=[CH:15][CH:14]=[C:13]([O:23][CH3:24])[C:11]=2[N:12]=1)=[O:6], predict the reactants needed to synthesize it. The reactants are: Br[C:2]1[CH:3]=[C:4]([CH:25]=[CH:26][N:27]=1)[C:5]([NH:7][C:8]1[S:9][C:10]2[C:16]([N:17]3[CH2:22][CH2:21][O:20][CH2:19][CH2:18]3)=[CH:15][CH:14]=[C:13]([O:23][CH3:24])[C:11]=2[N:12]=1)=[O:6].C(=O)([O-])[O-].[Cs+].[Cs+].[CH3:34][N:35]([CH3:39])[CH2:36][CH2:37][NH2:38]. (3) Given the product [Cl:16][CH2:3][C:2]([C:13]1[CH:14]=[CH:15][C:8]([OH:9])=[CH:10][C:11]=1[OH:12])=[O:1], predict the reactants needed to synthesize it. The reactants are: [O:1]1CCO[CH2:3][CH2:2]1.Cl.[C:8]1([CH:15]=[CH:14][CH:13]=[C:11]([OH:12])[CH:10]=1)[OH:9].[Cl:16]CC#N. (4) Given the product [CH2:3]([N:4]([CH2:5][C:6]#[CH:7])[C:18](=[O:20])[CH2:17][CH2:16][CH:11]1[CH2:12][CH2:13][CH2:14][CH2:15][N:10]1[CH2:9][C:8]1[C:3]([O:2][CH3:1])=[N:4][CH:5]=[CH:6][CH:7]=1)[C:8]#[CH:9], predict the reactants needed to synthesize it. The reactants are: [CH3:1][O:2][C:3]1[C:8]([CH2:9][N:10]2[CH2:15][CH2:14][CH2:13][CH2:12][CH:11]2[CH2:16][CH2:17][C:18]([O:20]CC)=O)=[CH:7][CH:6]=[CH:5][N:4]=1.[OH-].[Na+].Cl. (5) Given the product [CH3:1][CH2:2][C@H:3]([C@H:11]([CH2:13][N:14]([CH3:16])[CH3:15])[CH3:12])[C:4]1[CH:5]=[CH:6][CH:7]=[C:8]([OH:10])[CH:9]=1.[ClH:17], predict the reactants needed to synthesize it. The reactants are: [CH3:1][CH2:2][C@H:3]([C@H:11]([CH2:13][N:14]([CH3:16])[CH3:15])[CH3:12])[C:4]1[CH:5]=[CH:6][CH:7]=[C:8]([OH:10])[CH:9]=1.[ClH:17].